Dataset: Full USPTO retrosynthesis dataset with 1.9M reactions from patents (1976-2016). Task: Predict the reactants needed to synthesize the given product. The reactants are: [NH2:1][C@@H:2]([C:7]([OH:9])=[O:8])[CH2:3][CH:4]([CH3:6])[CH3:5].[C:10]([Cl:13])(=O)C. Given the product [ClH:13].[NH2:1][C@@H:2]([C:7]([O:9][CH3:10])=[O:8])[CH2:3][CH:4]([CH3:6])[CH3:5], predict the reactants needed to synthesize it.